From a dataset of Full USPTO retrosynthesis dataset with 1.9M reactions from patents (1976-2016). Predict the reactants needed to synthesize the given product. Given the product [Br:29][C:30]1[CH:37]=[CH:36][C:33](/[CH:34]=[CH:7]/[C:6]2[CH:5]=[CH:4][C:3]([Br:2])=[CH:28][CH:27]=2)=[CH:32][CH:31]=1, predict the reactants needed to synthesize it. The reactants are: [Br-].[Br:2][C:3]1[CH:28]=[CH:27][C:6]([CH2:7][P+](C2C=CC=CC=2)(C2C=CC=CC=2)C2C=CC=CC=2)=[CH:5][CH:4]=1.[Br:29][C:30]1[CH:37]=[CH:36][C:33]([CH:34]=O)=[CH:32][CH:31]=1.CC(C)([O-])C.[K+].